Task: Regression. Given two drug SMILES strings and cell line genomic features, predict the synergy score measuring deviation from expected non-interaction effect.. Dataset: Merck oncology drug combination screen with 23,052 pairs across 39 cell lines (1) Drug 1: C#Cc1cccc(Nc2ncnc3cc(OCCOC)c(OCCOC)cc23)c1. Drug 2: COC1CC2CCC(C)C(O)(O2)C(=O)C(=O)N2CCCCC2C(=O)OC(C(C)CC2CCC(OP(C)(C)=O)C(OC)C2)CC(=O)C(C)C=C(C)C(O)C(OC)C(=O)C(C)CC(C)C=CC=CC=C1C. Synergy scores: synergy=34.7. Cell line: SW837. (2) Drug 1: CC(C)CC(NC(=O)C(Cc1ccccc1)NC(=O)c1cnccn1)B(O)O. Drug 2: CCC1(O)C(=O)OCc2c1cc1n(c2=O)Cc2cc3c(CN(C)C)c(O)ccc3nc2-1. Cell line: CAOV3. Synergy scores: synergy=-3.90. (3) Drug 1: CN1C(=O)C=CC2(C)C3CCC4(C)C(NC(=O)OCC(F)(F)F)CCC4C3CCC12. Drug 2: Cc1nc(Nc2ncc(C(=O)Nc3c(C)cccc3Cl)s2)cc(N2CCN(CCO)CC2)n1. Cell line: VCAP. Synergy scores: synergy=24.4. (4) Drug 1: NC1(c2ccc(-c3nc4ccn5c(=O)[nH]nc5c4cc3-c3ccccc3)cc2)CCC1. Drug 2: O=C(NOCC(O)CO)c1ccc(F)c(F)c1Nc1ccc(I)cc1F. Cell line: ZR751. Synergy scores: synergy=41.9. (5) Drug 1: CN(C)C(=N)N=C(N)N. Drug 2: N#Cc1ccc(Cn2cncc2CN2CCN(c3cccc(Cl)c3)C(=O)C2)cc1. Cell line: LOVO. Synergy scores: synergy=2.35. (6) Drug 1: CC1CC2C3CCC4=CC(=O)C=CC4(C)C3(F)C(O)CC2(C)C1(O)C(=O)CO. Drug 2: Cn1cc(-c2cnn3c(N)c(Br)c(C4CCCNC4)nc23)cn1. Cell line: A427. Synergy scores: synergy=-4.42.